From a dataset of Reaction yield outcomes from USPTO patents with 853,638 reactions. Predict the reaction yield, written as a fraction of the theoretical maximum amount of product (1.0 means a 100% yield; for example, 0.34 means a 34% yield). The reactants are [C:1]1([C:6]([NH:8][CH2:9][CH3:10])=O)[CH2:5][CH2:4][CH2:3][CH:2]=1.[H-].[Al+3].[Li+].[H-].[H-].[H-]. The catalyst is O1CCCC1. The product is [CH:1]1([CH2:6][NH:8][CH2:9][CH3:10])[CH2:5][CH2:4][CH2:3][CH2:2]1. The yield is 0.400.